Dataset: Catalyst prediction with 721,799 reactions and 888 catalyst types from USPTO. Task: Predict which catalyst facilitates the given reaction. (1) Reactant: [Cl:1][C:2]1[CH:7]=[CH:6][C:5]([C:8]2[C:14]3[CH:15]=[C:16]([O:19][C:20]([F:23])([F:22])[F:21])[CH:17]=[CH:18][C:13]=3[N:12]3[C:24]([CH3:27])=[N:25][N:26]=[C:11]3[C@H:10]([CH2:28][C:29]([O:31]C(C)(C)C)=[O:30])[CH:9]=2)=[CH:4][CH:3]=1. Product: [Cl:1][C:2]1[CH:7]=[CH:6][C:5]([C:8]2[C:14]3[CH:15]=[C:16]([O:19][C:20]([F:23])([F:22])[F:21])[CH:17]=[CH:18][C:13]=3[N:12]3[C:24]([CH3:27])=[N:25][N:26]=[C:11]3[C@H:10]([CH2:28][C:29]([OH:31])=[O:30])[CH:9]=2)=[CH:4][CH:3]=1. The catalyst class is: 89. (2) Reactant: [Br:1][C:2]1[CH:7]=[C:6]([CH2:8][NH:9][C:10]2[CH:27]=[CH:26][CH:25]=[CH:24][C:11]=2[C:12]([NH:14][C:15]2[CH:16]=[C:17]3[C:21](=[CH:22][CH:23]=2)[NH:20][N:19]=[CH:18]3)=[O:13])[CH:5]=[CH:4][N:3]=1.[C:28](=O)([O-])[O-].[Cs+].[Cs+].CI. Product: [Br:1][C:2]1[CH:7]=[C:6]([CH2:8][NH:9][C:10]2[CH:27]=[CH:26][CH:25]=[CH:24][C:11]=2[C:12]([NH:14][C:15]2[CH:16]=[C:17]3[C:21](=[CH:22][CH:23]=2)[N:20]([CH3:28])[N:19]=[CH:18]3)=[O:13])[CH:5]=[CH:4][N:3]=1.[Br:1][C:2]1[CH:7]=[C:6]([CH2:8][NH:9][C:10]2[CH:27]=[CH:26][CH:25]=[CH:24][C:11]=2[C:12]([NH:14][C:15]2[CH:23]=[CH:22][C:21]3[C:17](=[CH:18][N:19]([CH3:28])[N:20]=3)[CH:16]=2)=[O:13])[CH:5]=[CH:4][N:3]=1. The catalyst class is: 9. (3) Reactant: Cl[C:2]1[S:6][N:5]=[C:4]([S:7][CH3:8])[N:3]=1.[N+:9]([C:12]1[CH:13]=[C:14]([CH:17]=[CH:18][CH:19]=1)[CH2:15][OH:16])([O-:11])=[O:10].C(=O)([O-])[O-].[K+].[K+].[Cl-].[Na+]. Product: [N+:9]([C:12]1[CH:13]=[C:14]([CH:17]=[CH:18][CH:19]=1)[CH2:15][O:16][C:2]1[S:6][N:5]=[C:4]([S:7][CH3:8])[N:3]=1)([O-:11])=[O:10]. The catalyst class is: 9. (4) The catalyst class is: 204. Reactant: [N:1]1[CH:6]=[CH:5][CH:4]=[CH:3][C:2]=1[C:7]1[N:11]=[C:10]([C:12]2[CH:17]=[C:16]([OH:18])[CH:15]=[C:14]([C:19]#[N:20])[CH:13]=2)[O:9][N:8]=1.C(=O)([O-])[O-].[K+].[K+].Br[CH2:28][CH:29]1[CH2:31][CH2:30]1. Product: [N:1]1[CH:6]=[CH:5][CH:4]=[CH:3][C:2]=1[C:7]1[N:11]=[C:10]([C:12]2[CH:17]=[C:16]([O:18][CH2:28][CH:29]3[CH2:31][CH2:30]3)[CH:15]=[C:14]([C:19]#[N:20])[CH:13]=2)[O:9][N:8]=1. (5) Reactant: [CH3:1][CH:2]1[CH2:10][C:9]2[C:4](=[CH:5][C:6]([N+:12]([O-:14])=O)=[C:7]([NH2:11])[CH:8]=2)[CH2:3]1.[N:15]#[C:16][NH2:17].[CH]Cl.[OH-].[Na+]. Product: [CH3:1][CH:2]1[CH2:10][C:9]2[C:4](=[CH:5][C:6]3[N+:12]([O-:14])=[N:15][C:16]([NH2:17])=[N:11][C:7]=3[CH:8]=2)[CH2:3]1. The catalyst class is: 6. (6) Reactant: [N+:1]([C:4]1[CH:12]=[CH:11][C:7]([C:8](Cl)=O)=[CH:6][CH:5]=1)([O-:3])=[O:2].[NH2:13][C:14]1[CH:19]=[CH:18][CH:17]=[CH:16][C:15]=1[SH:20]. Product: [N+:1]([C:4]1[CH:12]=[CH:11][C:7]([C:8]2[S:20][C:15]3[CH:16]=[CH:17][CH:18]=[CH:19][C:14]=3[N:13]=2)=[CH:6][CH:5]=1)([O-:3])=[O:2]. The catalyst class is: 48.